Dataset: Reaction yield outcomes from USPTO patents with 853,638 reactions. Task: Predict the reaction yield, written as a fraction of the theoretical maximum amount of product (1.0 means a 100% yield; for example, 0.34 means a 34% yield). (1) The reactants are CS(O[CH2:6][CH:7]1[CH2:12][CH2:11][CH:10]([CH2:13][N:14]([CH2:35][C:36]2[CH:41]=[CH:40][CH:39]=[CH:38][CH:37]=2)[S:15]([NH:18][C:19](=[O:34])[C:20]2[CH:25]=[C:24]([C:26]([F:29])([F:28])[F:27])[CH:23]=[C:22]([C:30]([F:33])([F:32])[F:31])[CH:21]=2)(=[O:17])=[O:16])[CH2:9][CH2:8]1)(=O)=O.[N-:42]=[N+:43]=[N-:44].[Na+]. The catalyst is CN(C)C=O.C(OCC)(=O)C. The product is [N:42]([CH2:6][CH:7]1[CH2:12][CH2:11][CH:10]([CH2:13][N:14]([CH2:35][C:36]2[CH:41]=[CH:40][CH:39]=[CH:38][CH:37]=2)[S:15]([NH:18][C:19](=[O:34])[C:20]2[CH:21]=[C:22]([C:30]([F:31])([F:32])[F:33])[CH:23]=[C:24]([C:26]([F:28])([F:29])[F:27])[CH:25]=2)(=[O:16])=[O:17])[CH2:9][CH2:8]1)=[N+:43]=[N-:44]. The yield is 1.00. (2) The reactants are [N:1]1[CH:6]=[CH:5][N:4]=[C:3]([C:7]([OH:9])=[O:8])[C:2]=1[C:10]([OH:12])=[O:11].OS(O)(=O)=O.[CH3:18]O. No catalyst specified. The product is [CH3:18][O:11][C:10]([C:2]1[C:3]([C:7]([OH:9])=[O:8])=[N:4][CH:5]=[CH:6][N:1]=1)=[O:12]. The yield is 0.470. (3) The reactants are [Br:1][C:2]1[S:3][C:4]([C:15](O)=O)=[C:5]([C:7]2[CH:12]=[CH:11][C:10]([Cl:13])=[CH:9][C:8]=2[Cl:14])[N:6]=1.C(Cl)Cl.CN(C)C=O.S(Cl)(Cl)=O.C(N(CC)C(C)C)(C)C.[N:39]#[C:40][NH2:41].C(O)(=O)C.[NH2:46][NH2:47].C([O-])(O)=O.[Na+]. The catalyst is CO.C(Cl)Cl. The product is [Br:1][C:2]1[S:3][C:4]([C:15]2[NH:39][C:40]([NH2:41])=[N:46][N:47]=2)=[C:5]([C:7]2[CH:12]=[CH:11][C:10]([Cl:13])=[CH:9][C:8]=2[Cl:14])[N:6]=1. The yield is 0.254. (4) The reactants are [Br:1][C:2]1[N:7]=[CH:6][C:5]([NH2:8])=[CH:4][CH:3]=1.[I:9]I.CCCCCC. The catalyst is CCO.[O-]S([O-])(=O)=O.[Ag+].[Ag+]. The product is [Br:1][C:2]1[N:7]=[C:6]([I:9])[C:5]([NH2:8])=[CH:4][CH:3]=1. The yield is 0.650.